Dataset: Full USPTO retrosynthesis dataset with 1.9M reactions from patents (1976-2016). Task: Predict the reactants needed to synthesize the given product. (1) Given the product [OH:51][C:45]([C:47]([F:50])([F:49])[F:48])=[O:46].[CH2:30]([C:27]1[CH:28]=[CH:29][C:24]([CH2:23][O:22][C:18]2[CH:17]=[C:16]3[C:21](=[CH:20][CH:19]=2)[N:13]([C:11](=[O:12])[CH2:10][NH:9][CH2:8][CH2:7][C:6]([OH:44])=[O:5])[CH2:14][CH2:15]3)=[CH:25][C:26]=1[C:33]([F:36])([F:34])[F:35])[CH2:31][CH3:32], predict the reactants needed to synthesize it. The reactants are: C([O:5][C:6](=[O:44])[CH2:7][CH2:8][N:9](C(OC(C)(C)C)=O)[CH2:10][C:11]([N:13]1[C:21]2[C:16](=[CH:17][C:18]([O:22][CH2:23][C:24]3[CH:29]=[CH:28][C:27]([CH2:30][CH2:31][CH3:32])=[C:26]([C:33]([F:36])([F:35])[F:34])[CH:25]=3)=[CH:19][CH:20]=2)[CH2:15][CH2:14]1)=[O:12])(C)(C)C.[C:45]([OH:51])([C:47]([F:50])([F:49])[F:48])=[O:46]. (2) Given the product [Br:18][CH2:16][C:7]1[C:6]2[CH:17]=[C:2]([Cl:1])[CH:3]=[CH:4][C:5]=2[S:9][C:8]=1[C:10]1[CH:15]=[CH:14][CH:13]=[CH:12][CH:11]=1, predict the reactants needed to synthesize it. The reactants are: [Cl:1][C:2]1[CH:3]=[CH:4][C:5]2[S:9][C:8]([C:10]3[CH:15]=[CH:14][CH:13]=[CH:12][CH:11]=3)=[C:7]([CH3:16])[C:6]=2[CH:17]=1.[Br:18]N1C(=O)CCC1=O.C(OOC(=O)C1C=CC=CC=1)(=O)C1C=CC=CC=1. (3) The reactants are: [NH:1]1[C:9]2[C:4](=[CH:5][CH:6]=[CH:7][CH:8]=2)[C:3]([CH2:10][NH2:11])=[CH:2]1.[CH3:12][N:13]([CH3:27])[C:14]1([C:21]2[CH:26]=[CH:25][CH:24]=[CH:23][CH:22]=2)[CH2:19][CH2:18][C:17](=O)[CH2:16][CH2:15]1.ClCCCl.C(O)(=O)C. Given the product [NH:1]1[C:9]2[C:4](=[CH:5][CH:6]=[CH:7][CH:8]=2)[C:3]([CH2:10][NH:11][CH:17]2[CH2:16][CH2:15][C:14]([C:21]3[CH:22]=[CH:23][CH:24]=[CH:25][CH:26]=3)([N:13]([CH3:27])[CH3:12])[CH2:19][CH2:18]2)=[CH:2]1, predict the reactants needed to synthesize it. (4) Given the product [CH:1]1([NH:4][CH2:12][C:13]2[CH:18]=[CH:17][C:16]([C:19]([NH:21][C:22]3[CH:27]=[CH:26][C:25]([CH3:28])=[C:24]([NH:29][C:30]4[CH:31]=[C:32]5[C:37](=[CH:38][CH:39]=4)[N:36]=[CH:35][N:34]([CH3:40])[C:33]5=[O:41])[CH:23]=3)=[O:20])=[CH:15][C:14]=2[C:42]([F:45])([F:44])[F:43])[CH2:3][CH2:2]1, predict the reactants needed to synthesize it. The reactants are: [CH:1]1([N:4]([CH2:12][C:13]2[CH:18]=[CH:17][C:16]([C:19]([NH:21][C:22]3[CH:27]=[CH:26][C:25]([CH3:28])=[C:24]([NH:29][C:30]4[CH:31]=[C:32]5[C:37](=[CH:38][CH:39]=4)[N:36]=[CH:35][N:34]([CH3:40])[C:33]5=[O:41])[CH:23]=3)=[O:20])=[CH:15][C:14]=2[C:42]([F:45])([F:44])[F:43])C(=O)OC(C)(C)C)[CH2:3][CH2:2]1. (5) Given the product [CH2:1]([O:3][C:4]([C:6]1[N:7]=[C:8](/[CH:11]=[CH:21]/[C:22]2[CH:27]=[CH:26][CH:25]=[C:24]([C:28]([F:29])([F:30])[F:31])[CH:23]=2)[S:9][CH:10]=1)=[O:5])[CH3:2], predict the reactants needed to synthesize it. The reactants are: [CH2:1]([O:3][C:4]([C:6]1[N:7]=[C:8]([CH:11]=O)[S:9][CH:10]=1)=[O:5])[CH3:2].C(OP([CH2:21][C:22]1[CH:27]=[CH:26][CH:25]=[C:24]([C:28]([F:31])([F:30])[F:29])[CH:23]=1)(=O)OCC)C.C1COCC1.C(O[Na])(C)(C)C.